From a dataset of Full USPTO retrosynthesis dataset with 1.9M reactions from patents (1976-2016). Predict the reactants needed to synthesize the given product. (1) Given the product [CH2:1]([O:3][C:4](=[O:17])[C:5]([O:8][C:9]1[CH:14]=[CH:13][CH:12]=[C:11]([CH2:15][NH2:16])[CH:10]=1)([CH3:7])[CH3:6])[CH3:2], predict the reactants needed to synthesize it. The reactants are: [CH2:1]([O:3][C:4](=[O:17])[C:5]([O:8][C:9]1[CH:14]=[CH:13][CH:12]=[C:11]([C:15]#[N:16])[CH:10]=1)([CH3:7])[CH3:6])[CH3:2].C(O)(=O)C. (2) Given the product [NH2:1][C:2]1[N:6]([CH3:7])[N:5]=[CH:4][C:3]=1[N:9]=[O:10], predict the reactants needed to synthesize it. The reactants are: [NH2:1][C:2]1[N:6]([CH3:7])[N:5]=[CH:4][CH:3]=1.Cl.[N:9]([O-])=[O:10].[Na+]. (3) Given the product [C:26]([N:20]1[CH2:21][C@@H:22]2[CH2:25][C@H:19]1[CH2:24][N:23]2[C:9]1[CH:8]=[CH:7][C:3]([C:4]([NH2:6])=[O:5])=[C:2]([NH:18][C:14]2[CH:13]=[N:12][CH:17]=[CH:16][CH:15]=2)[N:10]=1)(=[O:28])[CH:33]=[CH2:34], predict the reactants needed to synthesize it. The reactants are: Cl[C:2]1[N:10]=[C:9](Cl)[CH:8]=[CH:7][C:3]=1[C:4]([NH2:6])=[O:5].[N:12]1[CH:17]=[CH:16][CH:15]=[C:14]([NH2:18])[CH:13]=1.[C@H:19]12[CH2:25][C@H:22]([NH:23][CH2:24]1)[CH2:21][N:20]2[C:26]([O:28]C(C)(C)C)=O.[C:33](O)(=O)[CH:34]=C. (4) Given the product [CH3:24][O:25][CH2:26][CH2:27][O:28][C:29]1[CH:35]=[CH:34][C:32]([NH:33][C:2]2[N:7]=[C:6]([NH:8][C:9]3[CH:10]=[C:11]([N:15]([CH3:20])[C:16](=[O:19])[CH:17]=[CH2:18])[CH:12]=[CH:13][CH:14]=3)[C:5]([N+:21]([O-:23])=[O:22])=[CH:4][N:3]=2)=[CH:31][CH:30]=1, predict the reactants needed to synthesize it. The reactants are: Cl[C:2]1[N:7]=[C:6]([NH:8][C:9]2[CH:10]=[C:11]([N:15]([CH3:20])[C:16](=[O:19])[CH:17]=[CH2:18])[CH:12]=[CH:13][CH:14]=2)[C:5]([N+:21]([O-:23])=[O:22])=[CH:4][N:3]=1.[CH3:24][O:25][CH2:26][CH2:27][O:28][C:29]1[CH:35]=[CH:34][C:32]([NH2:33])=[CH:31][CH:30]=1. (5) Given the product [C:1]([C:5]1[CH:6]=[C:7]([NH:11][C:12]([C:13]2[CH:18]=[CH:17][C:16]([N:19]3[CH2:20][CH2:21][N:22]([C:28]4[CH:36]=[CH:35][C:31]([C:32]([OH:34])=[O:33])=[CH:30][CH:29]=4)[CH2:23][CH2:24]3)=[C:15]([F:25])[CH:14]=2)=[O:26])[CH:8]=[CH:9][CH:10]=1)([CH3:4])([CH3:2])[CH3:3], predict the reactants needed to synthesize it. The reactants are: [C:1]([C:5]1[CH:6]=[C:7]([NH:11][C:12](=[O:26])[C:13]2[CH:18]=[CH:17][C:16]([N:19]3[CH2:24][CH2:23][NH:22][CH2:21][CH2:20]3)=[C:15]([F:25])[CH:14]=2)[CH:8]=[CH:9][CH:10]=1)([CH3:4])([CH3:3])[CH3:2].Br[C:28]1[CH:36]=[CH:35][C:31]([C:32]([OH:34])=[O:33])=[CH:30][CH:29]=1.CC([O-])(C)C.[Na+].CC1(C)C2C(=C(P(C3C=CC=CC=3)C3C=CC=CC=3)C=CC=2)OC2C(P(C3C=CC=CC=3)C3C=CC=CC=3)=CC=CC1=2. (6) Given the product [Cl:20][C:21]1[CH:43]=[CH:42][C:24]([CH2:25][NH:26][C:27]([C:29]2[C:30](=[O:41])[C:31]3[CH:38]=[C:37]([CH2:39][N:2]([CH2:3][CH:4]([OH:5])[C:6]4[NH:7][CH:8]=[CH:9][CH:10]=4)[CH3:1])[S:36][C:32]=3[N:33]([CH3:35])[CH:34]=2)=[O:28])=[CH:23][CH:22]=1, predict the reactants needed to synthesize it. The reactants are: [CH3:1][NH:2][CH2:3][CH:4]([C:6]1[NH:7][CH:8]=[CH:9][CH:10]=1)[OH:5].C(N(CC)C(C)C)(C)C.[Cl:20][C:21]1[CH:43]=[CH:42][C:24]([CH2:25][NH:26][C:27]([C:29]2[C:30](=[O:41])[C:31]3[CH:38]=[C:37]([CH2:39]Cl)[S:36][C:32]=3[N:33]([CH3:35])[CH:34]=2)=[O:28])=[CH:23][CH:22]=1.O. (7) The reactants are: [F:1][C:2]1[CH:3]=[C:4]([C:23]2[C:28]([Cl:29])=[CH:27][CH:26]=[CH:25][C:24]=2[Cl:30])[C:5]2[O:9][CH:8]([CH2:10]OS(C3C=CC(C)=CC=3)(=O)=O)[S:7][C:6]=2[CH:22]=1.[N-:31]=[N+:32]=[N-:33].[Na+].N#N. Given the product [N:31]([CH2:10][CH:8]1[S:7][C:6]2[CH:22]=[C:2]([F:1])[CH:3]=[C:4]([C:23]3[C:28]([Cl:29])=[CH:27][CH:26]=[CH:25][C:24]=3[Cl:30])[C:5]=2[O:9]1)=[N+:32]=[N-:33], predict the reactants needed to synthesize it. (8) The reactants are: [CH2:1]([O:8][CH:9]([CH2:25][O:26]C(C)(C)C)[CH2:10][C:11]1([OH:24])[CH2:16][CH2:15][N:14]([C:17]([O:19][C:20]([CH3:23])([CH3:22])[CH3:21])=[O:18])[CH2:13][CH2:12]1)[C:2]1[CH:7]=[CH:6][CH:5]=[CH:4][CH:3]=1.[N+]([O-])([O-])=O.[NH4+].[Ce]. Given the product [CH2:1]([O:8][CH:9]([CH2:25][OH:26])[CH2:10][C:11]1([OH:24])[CH2:12][CH2:13][N:14]([C:17]([O:19][C:20]([CH3:23])([CH3:21])[CH3:22])=[O:18])[CH2:15][CH2:16]1)[C:2]1[CH:7]=[CH:6][CH:5]=[CH:4][CH:3]=1, predict the reactants needed to synthesize it. (9) Given the product [F:8][C:6]1[CH:7]=[C:2]2[C:12]3([CH2:17][CH:16]=[CH:15][N:14]([C:18]([O:20][C:21]([CH3:24])([CH3:23])[CH3:22])=[O:19])[CH2:13]3)[C:10](=[O:11])[NH:9][C:3]2=[CH:4][CH:5]=1, predict the reactants needed to synthesize it. The reactants are: Br[C:2]1[CH:7]=[C:6]([F:8])[CH:5]=[CH:4][C:3]=1[NH:9][C:10]([C:12]1[CH2:13][N:14]([C:18]([O:20][C:21]([CH3:24])([CH3:23])[CH3:22])=[O:19])[CH2:15][CH2:16][CH:17]=1)=[O:11].CCN(CC)CC. (10) Given the product [Cl:10][C:3]1[CH:4]=[C:5]([F:9])[C:6]([CH3:8])=[CH:7][C:2]=1[C:11]#[N:12], predict the reactants needed to synthesize it. The reactants are: Br[C:2]1[CH:7]=[C:6]([CH3:8])[C:5]([F:9])=[CH:4][C:3]=1[Cl:10].[CH3:11][N:12](C)C=O.